Dataset: Reaction yield outcomes from USPTO patents with 853,638 reactions. Task: Predict the reaction yield, written as a fraction of the theoretical maximum amount of product (1.0 means a 100% yield; for example, 0.34 means a 34% yield). (1) The reactants are C(OC([N:8]1[CH2:13][CH2:12][N:11]([C:14]2[CH:15]=[C:16]([CH:20]=[CH:21][CH:22]=2)[C:17]([OH:19])=O)[CH2:10][CH2:9]1)=O)(C)(C)C.[NH2:23][C:24]1[N:28](C(OC(C)(C)C)=O)[N:27]=[C:26]([O:36][CH2:37][C:38]2[CH:43]=[C:42]([O:44][CH3:45])[CH:41]=[C:40]([O:46][CH3:47])[CH:39]=2)[CH:25]=1.N1C=CC=CC=1.Cl. The catalyst is C1COCC1.O1CCOCC1. The product is [CH3:45][O:44][C:42]1[CH:43]=[C:38]([CH2:37][O:36][C:26]2[NH:27][N:28]=[C:24]([NH:23][C:17](=[O:19])[C:16]3[CH:20]=[CH:21][CH:22]=[C:14]([N:11]4[CH2:10][CH2:9][NH:8][CH2:13][CH2:12]4)[CH:15]=3)[CH:25]=2)[CH:39]=[C:40]([O:46][CH3:47])[CH:41]=1. The yield is 0.100. (2) The reactants are [C:1]([O:9][C:10]([N:12]1[CH2:21][C@@H:18]2[C@H:19]([OH:20])[C@H:13]1[C@H:14]([O:17]2)[O:15][CH3:16])=[O:11])(=[O:8])[C:2]1[CH:7]=[CH:6][CH:5]=[CH:4][CH:3]=1.N1C=CC=CC=1.[C:28](Cl)(=[O:35])[C:29]1[CH:34]=[CH:33][CH:32]=[CH:31][CH:30]=1.Cl. The catalyst is C(Cl)Cl. The product is [C:28]([O:20][C@H:19]1[C@H:18]2[CH2:21][N:12]([C:10]([O:9][C:1](=[O:8])[C:2]3[CH:3]=[CH:4][CH:5]=[CH:6][CH:7]=3)=[O:11])[C@@H:13]1[C@H:14]([O:17]2)[O:15][CH3:16])(=[O:35])[C:29]1[CH:34]=[CH:33][CH:32]=[CH:31][CH:30]=1. The yield is 0.830. (3) The reactants are [CH2:1]([C:5]1([CH2:28][CH2:29][CH2:30][CH3:31])[NH:11][CH:10]([C:12]2[CH:17]=[CH:16][CH:15]=[CH:14][CH:13]=2)[C:9]2[CH:18]=[C:19]([O:24][CH3:25])[C:20]([CH2:22][OH:23])=[CH:21][C:8]=2[S:7](=[O:27])(=[O:26])[CH2:6]1)[CH2:2][CH2:3][CH3:4].CC(OI1(OC(C)=O)(OC(C)=O)OC(=O)C2C=CC=CC1=2)=O. The catalyst is C(Cl)Cl. The product is [CH2:1]([C:5]1([CH2:28][CH2:29][CH2:30][CH3:31])[NH:11][CH:10]([C:12]2[CH:13]=[CH:14][CH:15]=[CH:16][CH:17]=2)[C:9]2[CH:18]=[C:19]([O:24][CH3:25])[C:20]([CH:22]=[O:23])=[CH:21][C:8]=2[S:7](=[O:26])(=[O:27])[CH2:6]1)[CH2:2][CH2:3][CH3:4]. The yield is 0.750. (4) The reactants are [F:1][C:2]([F:17])([F:16])[C:3]1[CH:4]=[CH:5][C:6]([C:9]2[CH:14]=[CH:13][NH:12][C:11](=[O:15])[CH:10]=2)=[N:7][CH:8]=1.Br[C:19]1[CH:20]=[CH:21][C:22]2[C:23]3[CH2:32][N:31]([C:33]([O:35][C:36]([CH3:39])([CH3:38])[CH3:37])=[O:34])[CH2:30][CH2:29][C:24]=3[N:25]([CH3:28])[C:26]=2[CH:27]=1. No catalyst specified. The product is [CH3:28][N:25]1[C:26]2[CH:27]=[C:19]([N:12]3[CH:13]=[CH:14][C:9]([C:6]4[CH:5]=[CH:4][C:3]([C:2]([F:1])([F:16])[F:17])=[CH:8][N:7]=4)=[CH:10][C:11]3=[O:15])[CH:20]=[CH:21][C:22]=2[C:23]2[CH2:32][N:31]([C:33]([O:35][C:36]([CH3:39])([CH3:38])[CH3:37])=[O:34])[CH2:30][CH2:29][C:24]1=2. The yield is 0.380. (5) The reactants are [CH3:1][O:2][C:3](=[O:30])[C@@H:4]([NH:10][C:11]([C:24]1[CH:29]=[CH:28][CH:27]=[CH:26][CH:25]=1)([C:18]1[CH:23]=[CH:22][CH:21]=[CH:20][CH:19]=1)[C:12]1[CH:17]=[CH:16][CH:15]=[CH:14][CH:13]=1)[C@H:5]([N:7]=[N+]=[N-])[CH3:6]. The catalyst is CCOC(C)=O.[Pd]. The product is [CH3:1][O:2][C:3](=[O:30])[C@@H:4]([NH:10][C:11]([C:24]1[CH:29]=[CH:28][CH:27]=[CH:26][CH:25]=1)([C:12]1[CH:13]=[CH:14][CH:15]=[CH:16][CH:17]=1)[C:18]1[CH:23]=[CH:22][CH:21]=[CH:20][CH:19]=1)[C@H:5]([NH2:7])[CH3:6]. The yield is 0.990. (6) The reactants are Cl.[NH2:2][C@@H:3]([C:22]1[CH:27]=[CH:26][CH:25]=[CH:24][CH:23]=1)[C:4]1[CH:5]=[C:6]([CH:19]=[CH:20][CH:21]=1)[O:7][CH2:8][C:9]1[CH:18]=[CH:17][C:12]([C:13]([O:15][CH3:16])=[O:14])=[CH:11][CH:10]=1.[C:28](Cl)(=[O:38])[O:29][C@@H:30]1[CH:35]2[CH2:36][CH2:37][N:32]([CH2:33][CH2:34]2)[CH2:31]1.O. The catalyst is N1C=CC=CC=1. The product is [C:22]1([C@H:3]([NH:2][C:28]([O:29][C@@H:30]2[CH:35]3[CH2:36][CH2:37][N:32]([CH2:33][CH2:34]3)[CH2:31]2)=[O:38])[C:4]2[CH:5]=[C:6]([CH:19]=[CH:20][CH:21]=2)[O:7][CH2:8][C:9]2[CH:18]=[CH:17][C:12]([C:13]([O:15][CH3:16])=[O:14])=[CH:11][CH:10]=2)[CH:23]=[CH:24][CH:25]=[CH:26][CH:27]=1. The yield is 0.660. (7) The reactants are [Br:1][C:2]1[N:7]=[CH:6][C:5](I)=[CH:4][N:3]=1.[C:9]([Si:11]([CH3:14])([CH3:13])[CH3:12])#[CH:10].C(N(CC)CC)C. The catalyst is C1COCC1.Cl[Pd](Cl)([P](C1C=CC=CC=1)(C1C=CC=CC=1)C1C=CC=CC=1)[P](C1C=CC=CC=1)(C1C=CC=CC=1)C1C=CC=CC=1.[Cu]I. The product is [Br:1][C:2]1[N:7]=[CH:6][C:5]([C:10]#[C:9][Si:11]([CH3:14])([CH3:13])[CH3:12])=[CH:4][N:3]=1. The yield is 0.700.